Dataset: Forward reaction prediction with 1.9M reactions from USPTO patents (1976-2016). Task: Predict the product of the given reaction. (1) Given the reactants I[C:2]1[CH:7]=[CH:6][C:5]([C:8]([F:11])([F:10])[F:9])=[CH:4][C:3]=1[C@H:12]1[O:16][C:15](=[O:17])[NH:14][C@@H:13]1[CH3:18].[CH3:19][O:20][C:21]1[CH:26]=[CH:25][C:24]([C:27]2[CH:32]=[CH:31][C:30]([C:33]([O:35][CH3:36])=[O:34])=[CH:29][C:28]=2[CH3:37])=[CH:23][C:22]=1B1OC(C)(C)C(C)(C)O1.C(=O)([O-])[O-].[K+].[K+], predict the reaction product. The product is: [CH3:19][O:20][C:21]1[CH:22]=[CH:23][C:24]([C:27]2[CH:32]=[CH:31][C:30]([C:33]([O:35][CH3:36])=[O:34])=[CH:29][C:28]=2[CH3:37])=[CH:25][C:26]=1[C:2]1[CH:7]=[CH:6][C:5]([C:8]([F:11])([F:10])[F:9])=[CH:4][C:3]=1[C@H:12]1[O:16][C:15](=[O:17])[NH:14][C@@H:13]1[CH3:18]. (2) Given the reactants Br[C:2]1[CH:7]=[CH:6][C:5]([O:8][CH3:9])=[CH:4][CH:3]=1.[CH3:10][Si:11]([C:14]#[CH:15])([CH3:13])[CH3:12].N1C=CC=CC=1, predict the reaction product. The product is: [CH3:9][O:8][C:5]1[CH:6]=[CH:7][C:2]([C:15]#[C:14][Si:11]([CH3:13])([CH3:12])[CH3:10])=[CH:3][CH:4]=1. (3) Given the reactants [Cl:1][C:2]1[CH:31]=[CH:30][C:5]([CH2:6][NH:7][C:8]2[N:13]=[C:12]([O:14][CH2:15][C:16]([F:19])([F:18])[F:17])[N:11]=[C:10]([NH:20][C:21]3[CH:29]=[CH:28][C:24]([C:25](O)=[O:26])=[CH:23][CH:22]=3)[N:9]=2)=[CH:4][CH:3]=1.[NH2:32][C@@H:33]([CH2:37][CH2:38][CH2:39][NH:40][C:41]([NH2:43])=[NH:42])[C:34]([OH:36])=[O:35], predict the reaction product. The product is: [Cl:1][C:2]1[CH:3]=[CH:4][C:5]([CH2:6][NH:7][C:8]2[N:13]=[C:12]([O:14][CH2:15][C:16]([F:18])([F:19])[F:17])[N:11]=[C:10]([NH:20][C:21]3[CH:29]=[CH:28][C:24]([C:25]([NH:32][C@@H:33]([CH2:37][CH2:38][CH2:39][NH:40][C:41]([NH2:43])=[NH:42])[C:34]([OH:36])=[O:35])=[O:26])=[CH:23][CH:22]=3)[N:9]=2)=[CH:30][CH:31]=1. (4) Given the reactants [CH2:1]([O:8][C:9]([NH:11][C@@H:12]1[CH2:17][CH2:16][N:15]([CH2:18][CH2:19][OH:20])[CH2:14][C@H:13]1[C:21]([O:23][CH3:24])=[O:22])=[O:10])[C:2]1[CH:7]=[CH:6][CH:5]=[CH:4][CH:3]=1.[CH3:25][S:26](Cl)(=[O:28])=[O:27].C(N(CC)CC)C.CS(OCCN1CCC(NC(OC(C)(C)C)=O)CC1)(=O)=O, predict the reaction product. The product is: [CH2:1]([O:8][C:9]([NH:11][C@@H:12]1[CH2:17][CH2:16][N:15]([CH2:18][CH2:19][O:20][S:26]([CH3:25])(=[O:28])=[O:27])[CH2:14][C@H:13]1[C:21]([O:23][CH3:24])=[O:22])=[O:10])[C:2]1[CH:7]=[CH:6][CH:5]=[CH:4][CH:3]=1. (5) Given the reactants [OH:1][CH2:2][CH2:3][NH:4][S:5]([C:8]1[CH:13]=[CH:12][C:11](Br)=[CH:10][CH:9]=1)(=[O:7])=[O:6].C([O-])(=O)C.[K+].[CH3:20][O:21][C:22]1[CH:27]=[CH:26][N:25]=[C:24]([CH2:28][CH2:29][C:30]2[NH:39][C:33]3=[N:34][CH:35]=[C:36](I)[CH:37]=[C:32]3[N:31]=2)[CH:23]=1.C(=O)([O-])[O-].[K+].[K+].[Cl-].[Li+], predict the reaction product. The product is: [OH:1][CH2:2][CH2:3][NH:4][S:5]([C:8]1[CH:13]=[CH:12][C:11]([C:36]2[CH:37]=[C:32]3[N:31]=[C:30]([CH2:29][CH2:28][C:24]4[CH:23]=[C:22]([O:21][CH3:20])[CH:27]=[CH:26][N:25]=4)[NH:39][C:33]3=[N:34][CH:35]=2)=[CH:10][CH:9]=1)(=[O:7])=[O:6]. (6) Given the reactants [CH:1]([CH:4]1[CH2:8][CH2:7][C:6](=[O:9])[CH2:5]1)([CH3:3])[CH3:2].[Br:10][C:11]1[CH:12]=[CH:13][C:14](O)=[C:15]([C:17](=[O:19])[CH3:18])[CH:16]=1.N1CCCC1, predict the reaction product. The product is: [Br:10][C:11]1[CH:16]=[C:15]2[C:14](=[CH:13][CH:12]=1)[O:9][C:6]1([CH2:7][CH2:8][CH:4]([CH:1]([CH3:3])[CH3:2])[CH2:5]1)[CH2:18][C:17]2=[O:19].